From a dataset of Ames mutagenicity test results for genotoxicity prediction. Regression/Classification. Given a drug SMILES string, predict its toxicity properties. Task type varies by dataset: regression for continuous values (e.g., LD50, hERG inhibition percentage) or binary classification for toxic/non-toxic outcomes (e.g., AMES mutagenicity, cardiotoxicity, hepatotoxicity). Dataset: ames. (1) The compound is O=C(/N=c1\sn(C(=O)c2ccccc2)c2ccc([N+](=O)[O-])cc12)c1ccccc1. The result is 1 (mutagenic). (2) The drug is Cl/C=C/c1c(Cl)c(Cl)c(Cl)c(Cl)c1Cl. The result is 0 (non-mutagenic).